From a dataset of Forward reaction prediction with 1.9M reactions from USPTO patents (1976-2016). Predict the product of the given reaction. (1) Given the reactants [CH3:1][O:2][C:3](=[O:18])[C@@H:4]([NH:10]C(OC(C)(C)C)=O)[CH2:5][O:6][CH2:7][CH:8]=[CH2:9].[ClH:19], predict the reaction product. The product is: [ClH:19].[CH3:1][O:2][C:3](=[O:18])[C@@H:4]([NH2:10])[CH2:5][O:6][CH2:7][CH:8]=[CH2:9]. (2) Given the reactants [CH3:1][N:2]1[C:7]([C:8]([F:11])([F:10])[F:9])=[CH:6][CH:5]=[C:4]([C:12]([C:14]2[CH:15]=[N:16][N:17]([CH3:20])[C:18]=2[OH:19])=[O:13])[C:3]1=[O:21].N1C=CC=CC=1.C(Cl)(Cl)Cl.[C:32]1([CH3:42])[CH:37]=[CH:36][C:35]([S:38](Cl)(=[O:40])=[O:39])=[CH:34][CH:33]=1, predict the reaction product. The product is: [CH3:1][N:2]1[C:7]([C:8]([F:10])([F:11])[F:9])=[CH:6][CH:5]=[C:4]([C:12]([C:14]2[CH:15]=[N:16][N:17]([CH3:20])[C:18]=2[O:19][S:38]([C:35]2[CH:36]=[CH:37][C:32]([CH3:42])=[CH:33][CH:34]=2)(=[O:40])=[O:39])=[O:13])[C:3]1=[O:21]. (3) Given the reactants [CH3:1][N:2]([CH3:19])[S:3]([C:6]1[CH:11]=[CH:10][C:9]([C:12](=[O:18])[CH2:13][C:14]([O:16][CH3:17])=[O:15])=[CH:8][CH:7]=1)(=[O:5])=[O:4].[C:20](=O)([O-])[O-].[K+].[K+].CI.O, predict the reaction product. The product is: [CH3:19][N:2]([CH3:1])[S:3]([C:6]1[CH:7]=[CH:8][C:9]([C:12](=[O:18])[CH:13]([CH3:20])[C:14]([O:16][CH3:17])=[O:15])=[CH:10][CH:11]=1)(=[O:4])=[O:5]. (4) Given the reactants [C:1]([O:5][C:6](=[O:17])[NH:7][C:8]1[C:9]([CH3:16])=[N:10][N:11]2[CH:15]=[CH:14][S:13][C:12]=12)([CH3:4])([CH3:3])[CH3:2].C([Li])CCC.[Br:23]C(F)(F)C(F)(F)Br.[Cl-].[NH4+], predict the reaction product. The product is: [C:1]([O:5][C:6](=[O:17])[NH:7][C:8]1[C:9]([CH3:16])=[N:10][N:11]2[C:15]([Br:23])=[CH:14][S:13][C:12]=12)([CH3:4])([CH3:3])[CH3:2]. (5) Given the reactants [CH2:1]([O:4][C:5]1[CH:6]=[C:7]([OH:11])[CH:8]=[CH:9][CH:10]=1)[CH2:2][CH3:3].[B-](F)(F)(F)[F:13].[B-](F)(F)(F)F.C1[N+]2(CCl)CC[N+](F)(CC2)C1, predict the reaction product. The product is: [F:13][C:8]1[CH:9]=[CH:10][C:5]([O:4][CH2:1][CH2:2][CH3:3])=[CH:6][C:7]=1[OH:11].